From a dataset of Reaction yield outcomes from USPTO patents with 853,638 reactions. Predict the reaction yield, written as a fraction of the theoretical maximum amount of product (1.0 means a 100% yield; for example, 0.34 means a 34% yield). (1) The reactants are [CH2:1]([N:8]1[C:18]2[C:13](=[CH:14][CH:15]=[CH:16][CH:17]=2)[C:11](=O)[C:9]1=[O:10])[C:2]1[CH:7]=[CH:6][CH:5]=[CH:4][CH:3]=1.O.NN. The catalyst is CCOCC.CCCCC. The product is [CH2:1]([N:8]1[C:18]2[C:13](=[CH:14][CH:15]=[CH:16][CH:17]=2)[CH2:11][C:9]1=[O:10])[C:2]1[CH:3]=[CH:4][CH:5]=[CH:6][CH:7]=1. The yield is 0.750. (2) The reactants are [CH3:1][O:2][C:3]1[CH:4]=[C:5]2[C:10](=[CH:11][C:12]=1[O:13][CH3:14])[N:9]=[CH:8][CH:7]=[C:6]2[O:15][C:16]1[CH:22]=[CH:21][C:19]([NH2:20])=[CH:18][CH:17]=1.Cl[C:24](Cl)([O:26]C(=O)OC(Cl)(Cl)Cl)Cl.[CH3:35][CH2:36][CH:37]([OH:42])[CH2:38][CH2:39][CH2:40][CH3:41].C(=O)(O)[O-].[Na+]. The catalyst is C(Cl)Cl.C(N(CC)CC)C.C1(C)C=CC=CC=1. The product is [CH3:1][O:2][C:3]1[CH:4]=[C:5]2[C:10](=[CH:11][C:12]=1[O:13][CH3:14])[N:9]=[CH:8][CH:7]=[C:6]2[O:15][C:16]1[CH:22]=[CH:21][C:19]([NH:20][C:24](=[O:26])[O:42][CH:37]([CH2:36][CH3:35])[CH2:38][CH2:39][CH2:40][CH3:41])=[CH:18][CH:17]=1. The yield is 0.570.